This data is from Full USPTO retrosynthesis dataset with 1.9M reactions from patents (1976-2016). The task is: Predict the reactants needed to synthesize the given product. (1) Given the product [CH3:1][O:2][C:3](=[O:24])[CH:4]([C:14]1[CH:19]=[C:18]([O:20][CH3:21])[CH:17]=[C:16]([O:22][CH3:23])[CH:15]=1)[CH2:5][C:6]1[C:7]([NH:25][C:26]2[CH:31]=[CH:30][CH:29]=[CH:28][CH:27]=2)=[N:8][C:9]([NH:25][C:26]2[CH:31]=[CH:30][CH:29]=[CH:28][CH:27]=2)=[N:10][CH:11]=1, predict the reactants needed to synthesize it. The reactants are: [CH3:1][O:2][C:3](=[O:24])[CH:4]([C:14]1[CH:19]=[C:18]([O:20][CH3:21])[CH:17]=[C:16]([O:22][CH3:23])[CH:15]=1)[CH2:5][C:6]1[C:7](Cl)=[N:8][C:9](Cl)=[N:10][CH:11]=1.[NH2:25][C:26]1[CH:31]=[CH:30][CH:29]=[CH:28][CH:27]=1. (2) Given the product [Cl:10][C:11]1[CH:12]=[CH:13][C:14]([N:44]2[CH:48]=[C:47]([C:49]([F:51])([F:50])[F:52])[N:46]=[N:45]2)=[C:15]([C:17]2[N:18]=[CH:19][N:20]([C@@H:24]3[C:40]4[CH:41]=[C:36]([CH:37]=[CH:38][N:39]=4)[C:35]4[C:31](=[CH:32][N:33]([C:2]5[CH:7]=[C:6]([O:8][CH3:9])[N:5]=[CH:4][N:3]=5)[N:34]=4)[NH:30][C:29](=[O:42])[C@H:28]([CH3:43])[CH2:27][CH2:26][CH2:25]3)[C:21](=[O:23])[CH:22]=2)[CH:16]=1, predict the reactants needed to synthesize it. The reactants are: I[C:2]1[CH:7]=[C:6]([O:8][CH3:9])[N:5]=[CH:4][N:3]=1.[Cl:10][C:11]1[CH:12]=[CH:13][C:14]([N:44]2[CH:48]=[C:47]([C:49]([F:52])([F:51])[F:50])[N:46]=[N:45]2)=[C:15]([C:17]2[N:18]=[CH:19][N:20]([C@@H:24]3[C:40]4[CH:41]=[C:36]([CH:37]=[CH:38][N:39]=4)[C:35]4[NH:34][N:33]=[CH:32][C:31]=4[NH:30][C:29](=[O:42])[C@H:28]([CH3:43])[CH2:27][CH2:26][CH2:25]3)[C:21](=[O:23])[CH:22]=2)[CH:16]=1. (3) Given the product [Cl:11][C:12]1[C:13]([F:25])=[C:14]([S:21]([NH:5][C:4]2[CH:6]=[CH:7][C:8]([O:9][CH3:10])=[C:2]([OH:1])[CH:3]=2)(=[O:23])=[O:22])[C:15]([F:20])=[C:16]([Cl:19])[C:17]=1[F:18], predict the reactants needed to synthesize it. The reactants are: [OH:1][C:2]1[CH:3]=[C:4]([CH:6]=[CH:7][C:8]=1[O:9][CH3:10])[NH2:5].[Cl:11][C:12]1[C:13]([F:25])=[C:14]([S:21](Cl)(=[O:23])=[O:22])[C:15]([F:20])=[C:16]([Cl:19])[C:17]=1[F:18]. (4) Given the product [F:6][C:5]([F:8])([F:7])[S:2]([O:1][CH2:28][CH:27]([CH3:30])[CH2:26][O:25][C:20]1[CH:19]=[CH:18][C:17]([Cl:16])=[CH:24][C:21]=1[CH:22]=[O:23])(=[O:4])=[O:3], predict the reactants needed to synthesize it. The reactants are: [O:1](S(C(F)(F)F)(=O)=O)[S:2]([C:5]([F:8])([F:7])[F:6])(=[O:4])=[O:3].[Cl:16][C:17]1[CH:18]=[CH:19][C:20]([O:25][CH2:26][CH:27]([CH3:30])[CH2:28]O)=[C:21]([CH:24]=1)[CH:22]=[O:23].CCN(C(C)C)C(C)C. (5) Given the product [Cl:7][C:5]([C:4]1[C:3]([I:22])=[C:2]([NH:1][C:28]([CH2:27][O:26][C:23](=[O:25])[CH3:24])=[O:29])[C:10]([I:11])=[C:9]([C:12](=[O:20])[N:13]([CH2:14][CH:15]=[CH2:16])[CH2:17][CH:18]=[CH2:19])[C:8]=1[I:21])=[O:6], predict the reactants needed to synthesize it. The reactants are: [NH2:1][C:2]1[C:3]([I:22])=[C:4]([C:8]([I:21])=[C:9]([C:12](=[O:20])[N:13]([CH2:17][CH:18]=[CH2:19])[CH2:14][CH:15]=[CH2:16])[C:10]=1[I:11])[C:5]([Cl:7])=[O:6].[C:23]([O:26][CH2:27][C:28](Cl)=[O:29])(=[O:25])[CH3:24]. (6) Given the product [F:20][C:2]([F:1])([F:19])[CH:3]([C:9]1[C:17]2[C:12](=[CH:13][CH:14]=[C:15]([F:18])[CH:16]=2)[NH:11][CH:10]=1)[C:4]([OH:6])=[O:5], predict the reactants needed to synthesize it. The reactants are: [F:1][C:2]([F:20])([F:19])[C:3]([C:9]1[C:17]2[C:12](=[CH:13][CH:14]=[C:15]([F:18])[CH:16]=2)[NH:11][CH:10]=1)(O)[C:4]([O:6]C)=[O:5].Cl. (7) The reactants are: [C:1]([O:5][C:6]([N:8]1[C@@H:13]([CH2:14][OH:15])[CH2:12][O:11][C@@H:10]([O:16][CH2:17][C:18]([CH3:21])([CH3:20])[CH3:19])[CH2:9]1)=[O:7])([CH3:4])([CH3:3])[CH3:2].C(N(CC)C(C)C)(C)C. Given the product [C:1]([O:5][C:6]([N:8]1[C@@H:13]([CH:14]=[O:15])[CH2:12][O:11][C@@H:10]([O:16][CH2:17][C:18]([CH3:21])([CH3:20])[CH3:19])[CH2:9]1)=[O:7])([CH3:4])([CH3:3])[CH3:2], predict the reactants needed to synthesize it. (8) Given the product [CH3:31][S:30][CH2:29][C:24]1[CH:25]=[CH:26][CH:27]=[C:28]2[C:23]=1[NH:22][CH:21]=[C:20]2[CH:9]([C:10]1[CH:11]=[CH:12][C:13]([C:16]([F:17])([F:18])[F:19])=[CH:14][CH:15]=1)[CH2:5][C:4]([O:3][CH2:2][CH3:1])=[O:32], predict the reactants needed to synthesize it. The reactants are: [CH3:1][C:2]1(C)OC(=O)[CH:5]([CH:9]([C:20]2[C:28]3[C:23](=[C:24]([CH2:29][S:30][CH3:31])[CH:25]=[CH:26][CH:27]=3)[NH:22][CH:21]=2)[C:10]2[CH:15]=[CH:14][C:13]([C:16]([F:19])([F:18])[F:17])=[CH:12][CH:11]=2)[C:4](=[O:32])[O:3]1. (9) The reactants are: [CH3:1][NH2:2].[Cl:3][C:4]1[CH:9]=[C:8]([Cl:10])[CH:7]=[C:6]([Cl:11])[C:5]=1[S:12](Cl)(=[O:14])=[O:13].O. Given the product [Cl:3][C:4]1[CH:9]=[C:8]([Cl:10])[CH:7]=[C:6]([Cl:11])[C:5]=1[S:12]([NH:2][CH3:1])(=[O:14])=[O:13], predict the reactants needed to synthesize it.